This data is from Catalyst prediction with 721,799 reactions and 888 catalyst types from USPTO. The task is: Predict which catalyst facilitates the given reaction. (1) Reactant: [C:1]([C:3]1[CH:4]=[C:5]([C:9]2[O:13][C:12](=[O:14])[N:11]([C:15]3[CH:24]=[CH:23][C:18]([C:19]([O:21]C)=[O:20])=[CH:17][CH:16]=3)[N:10]=2)[CH:6]=[CH:7][CH:8]=1)#[N:2].B(Br)(Br)Br. Product: [C:1]([C:3]1[CH:4]=[C:5]([C:9]2[O:13][C:12](=[O:14])[N:11]([C:15]3[CH:24]=[CH:23][C:18]([C:19]([OH:21])=[O:20])=[CH:17][CH:16]=3)[N:10]=2)[CH:6]=[CH:7][CH:8]=1)#[N:2]. The catalyst class is: 4. (2) Reactant: [CH3:1][O:2][C:3]1[CH:8]=[CH:7][C:6]([C:9]([NH:24][C:25]2[O:26][CH2:27][C@H:28]([F:40])[C@:29]([C:32]3[CH:37]=[C:36](Br)[CH:35]=[CH:34][C:33]=3[F:39])([CH3:31])[N:30]=2)([C:16]2[CH:21]=[CH:20][C:19]([O:22][CH3:23])=[CH:18][CH:17]=2)[C:10]2[CH:15]=[CH:14][CH:13]=[CH:12][CH:11]=2)=[CH:5][CH:4]=1.[F:41][C:42]1[CH:47]=[CH:46][C:45]([N:48]2[CH:52]=[C:51](B(O)O)[CH:50]=[N:49]2)=[CH:44][CH:43]=1. Product: [CH3:1][O:2][C:3]1[CH:8]=[CH:7][C:6]([C:9]([NH:24][C:25]2[O:26][CH2:27][C@H:28]([F:40])[C@:29]([C:32]3[CH:37]=[C:36]([C:51]4[CH:50]=[N:49][N:48]([C:45]5[CH:46]=[CH:47][C:42]([F:41])=[CH:43][CH:44]=5)[CH:52]=4)[CH:35]=[CH:34][C:33]=3[F:39])([CH3:31])[N:30]=2)([C:16]2[CH:21]=[CH:20][C:19]([O:22][CH3:23])=[CH:18][CH:17]=2)[C:10]2[CH:15]=[CH:14][CH:13]=[CH:12][CH:11]=2)=[CH:5][CH:4]=1. The catalyst class is: 492. (3) Reactant: [C:1]([O:5][C:6]([NH:8][C@H:9]([C:17]([OH:19])=O)[CH2:10][CH:11]1[CH2:16][CH2:15][CH2:14][CH2:13][CH2:12]1)=[O:7])([CH3:4])([CH3:3])[CH3:2].CCN(C(C)C)C(C)C.CCOC(C(C#N)=NOC(N1CCOCC1)=[N+](C)C)=O.F[P-](F)(F)(F)(F)F.[CH3:56][O:57][C:58]1[CH:59]=[C:60]([C:66]2[CH2:67][C:68]([CH3:80])([CH3:79])[C:69](=[O:78])[N:70]([CH:72]3[CH2:77][CH2:76][NH:75][CH2:74][CH2:73]3)[N:71]=2)[CH:61]=[CH:62][C:63]=1[O:64][CH3:65].C(=O)(O)[O-].[Na+]. Product: [CH:11]1([CH2:10][C@H:9]([NH:8][C:6](=[O:7])[O:5][C:1]([CH3:2])([CH3:3])[CH3:4])[C:17]([N:75]2[CH2:74][CH2:73][CH:72]([N:70]3[C:69](=[O:78])[C:68]([CH3:80])([CH3:79])[CH2:67][C:66]([C:60]4[CH:61]=[CH:62][C:63]([O:64][CH3:65])=[C:58]([O:57][CH3:56])[CH:59]=4)=[N:71]3)[CH2:77][CH2:76]2)=[O:19])[CH2:12][CH2:13][CH2:14][CH2:15][CH2:16]1. The catalyst class is: 34.